This data is from Reaction yield outcomes from USPTO patents with 853,638 reactions. The task is: Predict the reaction yield, written as a fraction of the theoretical maximum amount of product (1.0 means a 100% yield; for example, 0.34 means a 34% yield). The reactants are [Br:1][C:2]1[N:7]=[C:6]([NH:8][CH2:9][C:10]2[CH:11]=[C:12]3[C:17](=[CH:18][CH:19]=2)[N:16]=[CH:15][CH:14]=[CH:13]3)[C:5]([NH2:20])=[N:4][CH:3]=1.[N:21]([O-])=O.[Na+]. The catalyst is C(O)(=O)C.O. The product is [Br:1][C:2]1[N:7]=[C:6]2[N:8]([CH2:9][C:10]3[CH:11]=[C:12]4[C:17](=[CH:18][CH:19]=3)[N:16]=[CH:15][CH:14]=[CH:13]4)[N:21]=[N:20][C:5]2=[N:4][CH:3]=1. The yield is 0.470.